The task is: Predict which catalyst facilitates the given reaction.. This data is from Catalyst prediction with 721,799 reactions and 888 catalyst types from USPTO. Reactant: [Cl:1][C:2]1[CH:7]=[CH:6][N:5]=[C:4]([C:8](=O)[CH2:9][C:10](=[O:21])[CH2:11][C:12]([C:14]2[CH:19]=[C:18]([Cl:20])[CH:17]=[CH:16][N:15]=2)=O)[CH:3]=1.[NH3:23]. Product: [Cl:1][C:2]1[CH:7]=[CH:6][N:5]=[C:4]([C:8]2[NH:23][C:12]([C:14]3[CH:19]=[C:18]([Cl:20])[CH:17]=[CH:16][N:15]=3)=[CH:11][C:10](=[O:21])[CH:9]=2)[CH:3]=1. The catalyst class is: 41.